This data is from Retrosynthesis with 50K atom-mapped reactions and 10 reaction types from USPTO. The task is: Predict the reactants needed to synthesize the given product. (1) Given the product Oc1ccccc1OCC1CC1, predict the reactants needed to synthesize it. The reactants are: ClCC1CC1.Oc1ccccc1O. (2) Given the product Cc1ccc(C23CC4CC(CC(C4)C2)C3)c(OCCCC(=O)O)c1, predict the reactants needed to synthesize it. The reactants are: CCOC(=O)CCCOc1cc(C)ccc1C12CC3CC(CC(C3)C1)C2.